Dataset: CYP2C19 inhibition data for predicting drug metabolism from PubChem BioAssay. Task: Regression/Classification. Given a drug SMILES string, predict its absorption, distribution, metabolism, or excretion properties. Task type varies by dataset: regression for continuous measurements (e.g., permeability, clearance, half-life) or binary classification for categorical outcomes (e.g., BBB penetration, CYP inhibition). Dataset: cyp2c19_veith. (1) The drug is N#Cc1cccc(NC(=O)N2CC[C@@]3(CCCN(C(=O)c4cnccn4)C3)C2)c1. The result is 0 (non-inhibitor). (2) The compound is COC(=O)c1ccc(COc2ccccc2/C=N/NS(=O)(=O)c2ccc(C)cc2)cc1. The result is 1 (inhibitor). (3) The molecule is NS(=O)(=O)c1ccc(N=Nc2cc3ccccc3c(C(=O)O)c2O)cc1. The result is 0 (non-inhibitor). (4) The drug is CCN(CC)C(=O)CSc1nnc(-c2ccncc2)n1N. The result is 0 (non-inhibitor). (5) The compound is O=C(CSc1nc2ccccc2c(=O)n1CCCN1CCCCC1)NCc1ccccc1. The result is 0 (non-inhibitor). (6) The result is 0 (non-inhibitor). The drug is C(=NCCN1CCOCC1)=NC1CCCCC1.